Dataset: Forward reaction prediction with 1.9M reactions from USPTO patents (1976-2016). Task: Predict the product of the given reaction. (1) Given the reactants [C:1]([NH:4][NH:5][C:6](=[O:29])[C:7]1[CH:12]=[C:11]([Cl:13])[C:10]([NH:14][C:15]2[N:20]=[C:19]([NH:21][CH3:22])[C:18]([C:23]([F:26])([F:25])[F:24])=[CH:17][N:16]=2)=[CH:9][C:8]=1[O:27][CH3:28])(=O)[CH3:2].COC(=NS([N+](CC)(CC)CC)(=O)=O)[O-], predict the reaction product. The product is: [Cl:13][C:11]1[CH:12]=[C:7]([C:6]2[O:29][C:1]([CH3:2])=[N:4][N:5]=2)[C:8]([O:27][CH3:28])=[CH:9][C:10]=1[NH:14][C:15]1[N:20]=[C:19]([NH:21][CH3:22])[C:18]([C:23]([F:26])([F:25])[F:24])=[CH:17][N:16]=1. (2) Given the reactants Br[C:2]1[CH:3]=[C:4]([OH:9])[CH:5]=[C:6]([CH:8]=1)[OH:7].[CH:10]1[C:18]2[C:17]3[CH:19]=[CH:20][CH:21]=[CH:22][C:16]=3[S:15][C:14]=2[C:13](B(O)O)=[CH:12][CH:11]=1.CC1C=CC=CC=1P(C1C=CC=CC=1C)C1C=CC=CC=1C.C(=O)([O-])[O-].[K+].[K+], predict the reaction product. The product is: [CH:10]1[C:18]2[C:17]3[CH:19]=[CH:20][CH:21]=[CH:22][C:16]=3[S:15][C:14]=2[C:13]([C:2]2[CH:3]=[C:4]([OH:9])[CH:5]=[C:6]([OH:7])[CH:8]=2)=[CH:12][CH:11]=1.